Dataset: hERG potassium channel inhibition data for cardiac toxicity prediction from Karim et al.. Task: Regression/Classification. Given a drug SMILES string, predict its toxicity properties. Task type varies by dataset: regression for continuous values (e.g., LD50, hERG inhibition percentage) or binary classification for toxic/non-toxic outcomes (e.g., AMES mutagenicity, cardiotoxicity, hepatotoxicity). Dataset: herg_karim. The compound is CC[C@H](C)[C@H](C(=O)O)N1C[C@H](CN2CCC(c3cc(Cc4ccccc4)nn3CC)CC2)[C@@H](c2cccc(F)c2)C1. The result is 0 (non-blocker).